Dataset: NCI-60 drug combinations with 297,098 pairs across 59 cell lines. Task: Regression. Given two drug SMILES strings and cell line genomic features, predict the synergy score measuring deviation from expected non-interaction effect. (1) Drug 1: CC1C(C(CC(O1)OC2CC(OC(C2O)C)OC3=CC4=CC5=C(C(=O)C(C(C5)C(C(=O)C(C(C)O)O)OC)OC6CC(C(C(O6)C)O)OC7CC(C(C(O7)C)O)OC8CC(C(C(O8)C)O)(C)O)C(=C4C(=C3C)O)O)O)O. Drug 2: C1CCC(C(C1)N)N.C(=O)(C(=O)[O-])[O-].[Pt+4]. Cell line: NCI-H322M. Synergy scores: CSS=16.1, Synergy_ZIP=1.89, Synergy_Bliss=1.50, Synergy_Loewe=-35.0, Synergy_HSA=-0.538. (2) Drug 1: CC(C1=C(C=CC(=C1Cl)F)Cl)OC2=C(N=CC(=C2)C3=CN(N=C3)C4CCNCC4)N. Drug 2: CC1=C2C(C(=O)C3(C(CC4C(C3C(C(C2(C)C)(CC1OC(=O)C(C(C5=CC=CC=C5)NC(=O)OC(C)(C)C)O)O)OC(=O)C6=CC=CC=C6)(CO4)OC(=O)C)O)C)O. Cell line: OVCAR-8. Synergy scores: CSS=33.1, Synergy_ZIP=5.55, Synergy_Bliss=9.77, Synergy_Loewe=-12.8, Synergy_HSA=8.84. (3) Drug 1: CCC1(CC2CC(C3=C(CCN(C2)C1)C4=CC=CC=C4N3)(C5=C(C=C6C(=C5)C78CCN9C7C(C=CC9)(C(C(C8N6C=O)(C(=O)OC)O)OC(=O)C)CC)OC)C(=O)OC)O.OS(=O)(=O)O. Drug 2: COC1=NC(=NC2=C1N=CN2C3C(C(C(O3)CO)O)O)N. Cell line: 786-0. Synergy scores: CSS=-1.91, Synergy_ZIP=-4.30, Synergy_Bliss=-4.06, Synergy_Loewe=-13.8, Synergy_HSA=-11.8.